Dataset: Catalyst prediction with 721,799 reactions and 888 catalyst types from USPTO. Task: Predict which catalyst facilitates the given reaction. Reactant: [F:1][C:2]1[CH:30]=[CH:29][C:5]([C:6]([NH:8][C@H:9]2[C:17]3[C:12](=[CH:13][CH:14]=[C:15]([N:18]4[CH2:23][CH2:22][N:21]([CH:24]5[CH2:27][O:26][CH2:25]5)[CH2:20][CH2:19]4)[CH:16]=3)[CH2:11][C@@H:10]2[OH:28])=[O:7])=[CH:4][CH:3]=1.N1(C2C=CN=CC=2)CCCC1.[CH3:42][N:43]=[C:44]=[O:45]. Product: [F:1][C:2]1[CH:3]=[CH:4][C:5]([C:6]([NH:8][C@H:9]2[C:17]3[C:12](=[CH:13][CH:14]=[C:15]([N:18]4[CH2:19][CH2:20][N:21]([CH:24]5[CH2:27][O:26][CH2:25]5)[CH2:22][CH2:23]4)[CH:16]=3)[CH2:11][C@@H:10]2[O:28][C:44](=[O:45])[NH:43][CH3:42])=[O:7])=[CH:29][CH:30]=1. The catalyst class is: 7.